This data is from Forward reaction prediction with 1.9M reactions from USPTO patents (1976-2016). The task is: Predict the product of the given reaction. (1) Given the reactants C(OC(=O)[NH:7][C@:8]1([C:13](=[O:22])[NH:14][S:15]([C:18]2([CH3:21])[CH2:20][CH2:19]2)(=[O:17])=[O:16])[CH2:10][C@H:9]1[CH:11]=[CH2:12])(C)(C)C.[ClH:24], predict the reaction product. The product is: [ClH:24].[NH2:7][C@:8]1([C:13]([NH:14][S:15]([C:18]2([CH3:21])[CH2:20][CH2:19]2)(=[O:17])=[O:16])=[O:22])[CH2:10][C@H:9]1[CH:11]=[CH2:12]. (2) Given the reactants [Cl:1][C:2]1[CH:7]=[CH:6][C:5]([SH:8])=[CH:4][CH:3]=1.[Cl:9][C:10]1[N:18]=[C:17]2[C:13]([N:14]=[CH:15][N:16]2[CH2:19]C)=[C:12](Cl)[N:11]=1, predict the reaction product. The product is: [Cl:9][C:10]1[N:18]=[C:17]2[C:13]([N:14]=[CH:15][N:16]2[CH3:19])=[C:12]([S:8][C:5]2[CH:6]=[CH:7][C:2]([Cl:1])=[CH:3][CH:4]=2)[N:11]=1. (3) The product is: [Cl:14][C:15]1[CH:20]=[CH:19][C:18]([CH2:21][C:22]2[O:23][CH:2]=[N:1][C:3]=2[C:4]([O:6][CH2:7][CH3:8])=[O:5])=[CH:17][CH:16]=1. Given the reactants [N+:1]([CH2:3][C:4]([O:6][CH2:7][CH3:8])=[O:5])#[C-:2].C([Li])CCC.[Cl:14][C:15]1[CH:20]=[CH:19][C:18]([CH2:21][C:22](Cl)=[O:23])=[CH:17][CH:16]=1.C(O)(=O)C, predict the reaction product. (4) Given the reactants [Cl:1][C:2]1[CH:3]=[CH:4][C:5]([CH:12]=C)=[C:6]([CH:11]=1)[C:7]([O:9][CH3:10])=[O:8].[O:14]=[O+][O-].CSC, predict the reaction product. The product is: [Cl:1][C:2]1[CH:3]=[CH:4][C:5]([CH:12]=[O:14])=[C:6]([CH:11]=1)[C:7]([O:9][CH3:10])=[O:8]. (5) Given the reactants [H-].[H-].[H-].[H-].[Li+].[Al+3].[Cl:7][C:8]1[CH:13]=[CH:12][C:11]([CH:14]=[C:15]([N+:18]([O-])=O)[CH2:16][CH3:17])=[CH:10][C:9]=1[O:21][CH2:22][CH3:23].O.[OH-].[Na+], predict the reaction product. The product is: [Cl:7][C:8]1[CH:13]=[CH:12][C:11]([CH2:14][CH:15]([NH2:18])[CH2:16][CH3:17])=[CH:10][C:9]=1[O:21][CH2:22][CH3:23]. (6) Given the reactants O[CH2:2][C:3]([O:5]C)=[O:4].ClC([C:12]1[CH:17]=[CH:16][CH:15]=[CH:14][CH:13]=1)C(Cl)=O, predict the reaction product. The product is: [C:12]1([CH2:2][C:3]([OH:5])=[O:4])[CH:17]=[CH:16][CH:15]=[CH:14][CH:13]=1. (7) The product is: [C:20]([C:24]1[CH:25]=[C:26]([NH:36][C:17](=[O:19])[CH2:16][C:13]2[CH:12]=[CH:11][C:10]([N:3]3[C:4]4=[N:5][CH:6]=[CH:7][CH:8]=[C:9]4[N:1]=[CH:2]3)=[CH:15][CH:14]=2)[N:27]([C:29]2[CH:34]=[CH:33][CH:32]=[CH:31][C:30]=2[F:35])[N:28]=1)([CH3:23])([CH3:21])[CH3:22]. Given the reactants [N:1]1[C:9]2[C:4](=[N:5][CH:6]=[CH:7][CH:8]=2)[N:3]([C:10]2[CH:15]=[CH:14][C:13]([CH2:16][C:17]([OH:19])=O)=[CH:12][CH:11]=2)[CH:2]=1.[C:20]([C:24]1[CH:25]=[C:26]([NH2:36])[N:27]([C:29]2[CH:34]=[CH:33][CH:32]=[CH:31][C:30]=2[F:35])[N:28]=1)([CH3:23])([CH3:22])[CH3:21], predict the reaction product.